From a dataset of Catalyst prediction with 721,799 reactions and 888 catalyst types from USPTO. Predict which catalyst facilitates the given reaction. (1) Reactant: [I:1][C:2]1[CH:7]=[CH:6][C:5]([OH:8])=[CH:4][CH:3]=1.[H-].[Na+].[CH3:11][O:12][CH2:13]Cl.C(OC(=O)C)C.O. Product: [I:1][C:2]1[CH:7]=[CH:6][C:5]([O:8][CH2:11][O:12][CH3:13])=[CH:4][CH:3]=1. The catalyst class is: 9. (2) Reactant: [C:1]1([CH2:7][C:8](Cl)=[O:9])[CH:6]=[CH:5][CH:4]=[CH:3][CH:2]=1.[S-:11][C:12]#[N:13].[K+].[NH2:15][C:16]1[CH:42]=[CH:41][C:19]([O:20][C:21]2[N:26]=[CH:25][N:24]=[C:23]([NH:27][C:28]([N:30]3[CH2:35][CH2:34][CH:33]([N:36]4[CH2:40][CH2:39][CH2:38][CH2:37]4)[CH2:32][CH2:31]3)=[O:29])[CH:22]=2)=[C:18]([F:43])[CH:17]=1.CCCCCC. Product: [F:43][C:18]1[CH:17]=[C:16]([NH:15][C:12]([NH:13][C:8](=[O:9])[CH2:7][C:1]2[CH:6]=[CH:5][CH:4]=[CH:3][CH:2]=2)=[S:11])[CH:42]=[CH:41][C:19]=1[O:20][C:21]1[N:26]=[CH:25][N:24]=[C:23]([NH:27][C:28]([N:30]2[CH2:35][CH2:34][CH:33]([N:36]3[CH2:40][CH2:39][CH2:38][CH2:37]3)[CH2:32][CH2:31]2)=[O:29])[CH:22]=1. The catalyst class is: 753. (3) Reactant: [N:1]1[CH:6]=[CH:5][C:4]([CH:7](O)[CH3:8])=[CH:3][CH:2]=1.[C:10]1(=[O:20])[NH:14][C:13](=[O:15])[C:12]2=[CH:16][CH:17]=[CH:18][CH:19]=[C:11]12.C1(P(C2C=CC=CC=2)C2C=CC=CC=2)C=CC=CC=1.N(C(OC(C)C)=O)=NC(OC(C)C)=O. Product: [N:1]1[CH:6]=[CH:5][C:4]([CH:7]([N:14]2[C:10](=[O:20])[C:11]3[C:12](=[CH:16][CH:17]=[CH:18][CH:19]=3)[C:13]2=[O:15])[CH3:8])=[CH:3][CH:2]=1. The catalyst class is: 362. (4) Reactant: [H-].[Na+].[O:3]=[C:4]([CH3:11])[CH2:5][C:6]([O:8][CH2:9][CH3:10])=[O:7].Br[CH2:13][C:14]1[CH:19]=[CH:18][C:17]([Cl:20])=[C:16]([O:21][C:22]([F:25])([F:24])[F:23])[CH:15]=1.[NH4+].[Cl-]. Product: [Cl:20][C:17]1[CH:18]=[CH:19][C:14]([CH2:13][CH:5]([C:4](=[O:3])[CH3:11])[C:6]([O:8][CH2:9][CH3:10])=[O:7])=[CH:15][C:16]=1[O:21][C:22]([F:23])([F:25])[F:24]. The catalyst class is: 25. (5) Reactant: [CH2:1]([O:3][C:4](=[O:21])[C:5]([C:7]1[C:15]2[C:10](=[CH:11][CH:12]=[CH:13][CH:14]=2)[NH:9][C:8]=1[C:16]([O:18]CC)=O)=O)[CH3:2].Cl.[C:23]1([CH3:31])[CH:28]=[CH:27][C:26]([NH:29][NH2:30])=[CH:25][CH:24]=1. Product: [O:18]=[C:16]1[C:8]2[NH:9][C:10]3[CH:11]=[CH:12][CH:13]=[CH:14][C:15]=3[C:7]=2[C:5]([C:4]([O:3][CH2:1][CH3:2])=[O:21])=[N:30][N:29]1[C:26]1[CH:27]=[CH:28][C:23]([CH3:31])=[CH:24][CH:25]=1. The catalyst class is: 52. (6) Reactant: B(F)(F)F.[CH3:5]COCC.CS(Cl)(=O)=O.O.[OH:16][C:17]1[CH:22]=[C:21]([OH:23])[CH:20]=[CH:19][C:18]=1[C:24](=[O:36])[CH2:25][C:26]1[CH:31]=[CH:30][C:29]([O:32][CH3:33])=[C:28]([O:34][CH3:35])[CH:27]=1. Product: [CH3:35][O:34][C:28]1[CH:27]=[C:26]([C:25]2[C:24](=[O:36])[C:18]3[C:17](=[CH:22][C:21]([OH:23])=[CH:20][CH:19]=3)[O:16][CH:5]=2)[CH:31]=[CH:30][C:29]=1[O:32][CH3:33]. The catalyst class is: 3.